This data is from Forward reaction prediction with 1.9M reactions from USPTO patents (1976-2016). The task is: Predict the product of the given reaction. (1) Given the reactants [C:1]([O:5][C:6]([N:8]1[CH2:15][CH2:14][CH2:13][C@H:9]1[C:10]([OH:12])=[O:11])=[O:7])([CH3:4])([CH3:3])[CH3:2].CCN(C(C)C)C(C)C.Br[CH2:26][C:27]([C:29]1[CH:34]=[CH:33][C:32]([N+:35]([O-:37])=[O:36])=[CH:31][CH:30]=1)=[O:28], predict the reaction product. The product is: [N:8]1([C:6]([O:5][C:1]([CH3:4])([CH3:2])[CH3:3])=[O:7])[CH2:15][CH2:14][CH2:13][C@H:9]1[C:10]([O:12][CH2:26][C:27]([C:29]1[CH:30]=[CH:31][C:32]([N+:35]([O-:37])=[O:36])=[CH:33][CH:34]=1)=[O:28])=[O:11]. (2) Given the reactants [C:1]1([N:7]([C:14]2[CH:19]=[CH:18][C:17]([C:20]3[C:28]4[C:24](=[N:25][NH:26][N:27]=4)[C:23]([C:29]4[CH:34]=[CH:33][C:32]([N:35]([C:42]5[CH:47]=[CH:46][CH:45]=[CH:44][CH:43]=5)[C:36]5[CH:41]=[CH:40][CH:39]=[CH:38][CH:37]=5)=[CH:31][CH:30]=4)=[CH:22][CH:21]=3)=[CH:16][CH:15]=2)[C:8]2[CH:13]=[CH:12][CH:11]=[CH:10][CH:9]=2)[CH:6]=[CH:5][CH:4]=[CH:3][CH:2]=1.Cl[C:49]1[N:54]=[CH:53][CH:52]=[CH:51][N:50]=1.[H-].[Na+].CN(C)C=O, predict the reaction product. The product is: [C:8]1([N:7]([C:14]2[CH:15]=[CH:16][C:17]([C:20]3[C:28]4[C:24](=[N:25][N:26]([C:49]5[N:54]=[CH:53][CH:52]=[CH:51][N:50]=5)[N:27]=4)[C:23]([C:29]4[CH:34]=[CH:33][C:32]([N:35]([C:36]5[CH:37]=[CH:38][CH:39]=[CH:40][CH:41]=5)[C:42]5[CH:43]=[CH:44][CH:45]=[CH:46][CH:47]=5)=[CH:31][CH:30]=4)=[CH:22][CH:21]=3)=[CH:18][CH:19]=2)[C:1]2[CH:2]=[CH:3][CH:4]=[CH:5][CH:6]=2)[CH:13]=[CH:12][CH:11]=[CH:10][CH:9]=1.